Dataset: Full USPTO retrosynthesis dataset with 1.9M reactions from patents (1976-2016). Task: Predict the reactants needed to synthesize the given product. (1) Given the product [Cl:14][C:15]1[N:16]=[CH:17][C:18]([C:19]([CH:7]2[CH2:6][CH2:5][N:4]3[N:8]=[C:9]([C:11]([OH:13])=[O:12])[CH:10]=[C:3]3[C:2]2=[O:1])=[O:20])=[CH:22][CH:23]=1, predict the reactants needed to synthesize it. The reactants are: [O:1]=[C:2]1[CH2:7][CH2:6][CH2:5][N:4]2[N:8]=[C:9]([C:11]([OH:13])=[O:12])[CH:10]=[C:3]12.[Cl:14][C:15]1[CH:23]=[CH:22][C:18]([C:19](Cl)=[O:20])=[CH:17][N:16]=1. (2) Given the product [C:25]([O:20][C:18]([N:11]1[CH2:12][CH2:13][NH:8][C:9](=[O:14])[CH2:10]1)=[O:17])([CH3:24])([CH3:26])[CH3:1], predict the reactants needed to synthesize it. The reactants are: [CH2:1](N(CC)CC)C.[NH:8]1[CH2:13][CH2:12][NH:11][CH2:10][C:9]1=[O:14].C([O:17][C:18](=[O:20])C)C.CCC[CH2:24][CH2:25][CH3:26]. (3) Given the product [CH2:17]([O:16][C:14]([C:13]1[CH:19]=[CH:20][CH:21]=[CH:22][C:12]=1[O:11][CH2:10][CH2:9][CH2:8][C:6]([OH:7])=[O:5])=[O:15])[CH3:18], predict the reactants needed to synthesize it. The reactants are: C([O:5][C:6]([CH2:8][CH2:9][CH2:10][O:11][C:12]1[CH:22]=[CH:21][CH:20]=[CH:19][C:13]=1[C:14]([O:16][CH2:17][CH3:18])=[O:15])=[O:7])(C)(C)C.FC(F)(F)C(O)=O.C(OCC)(=O)C. (4) Given the product [NH2:19][C:20]1[S:24][C:23]([C:25]2[C:26]([F:32])=[CH:27][CH:28]=[CH:29][C:30]=2[F:31])=[N:22][C:21]=1[C:33]([NH:38][C:37]1[CH:9]=[N:1][N:2]([CH3:3])[C:36]=1[CH:15]1[O:17][CH2:53][CH:46]([CH2:47][NH2:18])[CH2:45][O:16]1)=[O:35], predict the reactants needed to synthesize it. The reactants are: [N:1]([C:9](OC(C)C)=O)=[N:2][C:3](OC(C)C)=O.[CH:15]([O-:17])=[O:16].[NH4+:18].[NH2:19][C:20]1[S:24][C:23]([C:25]2[C:30]([F:31])=[CH:29][CH:28]=[CH:27][C:26]=2[F:32])=[N:22][C:21]=1[C:33]([OH:35])=O.[CH3:36][CH2:37][N:38](C(C)C)C(C)C.[CH3:45][CH2:46][CH2:47]P(=O)=O.NN.[CH3:53]O. (5) Given the product [CH3:20][O:19][C:16]1[CH:15]=[CH:14][C:13]([C:12]2[O:11][C:10]([CH3:21])([CH3:22])[C:9](=[O:23])[CH:8]=2)=[CH:18][CH:17]=1, predict the reactants needed to synthesize it. The reactants are: OC1C=CC([C:8]2[C:9](=[O:23])[C:10]([CH3:22])([CH3:21])[O:11][C:12]=2[C:13]2[CH:18]=[CH:17][C:16]([O:19][CH3:20])=[CH:15][CH:14]=2)=CC=1.C(=O)([O-])[O-].[Cs+].[Cs+].CN(C=O)C.ClCC1C(C)=CC(C)=CN=1.